From a dataset of Reaction yield outcomes from USPTO patents with 853,638 reactions. Predict the reaction yield, written as a fraction of the theoretical maximum amount of product (1.0 means a 100% yield; for example, 0.34 means a 34% yield). (1) The reactants are [CH3:1][O:2][C:3]1[CH:4]=[C:5]2[C:10](=[CH:11][C:12]=1[O:13][CH3:14])[N:9]=[CH:8][CH:7]=[C:6]2[O:15][C:16]1[C:22]([CH3:23])=[CH:21][C:19]([NH2:20])=[C:18]([CH3:24])[CH:17]=1.C1(C)C=CC=CC=1.C(N(CC)CC)C.Cl[C:40](Cl)([O:42]C(=O)OC(Cl)(Cl)Cl)Cl.[CH3:51][CH:52]([CH3:61])[CH:53]([C:55]1[CH:60]=[CH:59][CH:58]=[CH:57][CH:56]=1)[OH:54]. The catalyst is C(Cl)Cl. The product is [CH3:1][O:2][C:3]1[CH:4]=[C:5]2[C:10](=[CH:11][C:12]=1[O:13][CH3:14])[N:9]=[CH:8][CH:7]=[C:6]2[O:15][C:16]1[C:22]([CH3:23])=[CH:21][C:19]([NH:20][C:40](=[O:42])[O:54][CH:53]([C:55]2[CH:60]=[CH:59][CH:58]=[CH:57][CH:56]=2)[CH:52]([CH3:61])[CH3:51])=[C:18]([CH3:24])[CH:17]=1. The yield is 0.440. (2) The catalyst is O1CCCC1. The yield is 0.940. The reactants are [CH3:1][O:2][C:3]1[CH:19]=[C:18]([O:20][CH3:21])[CH:17]=[CH:16][C:4]=1[CH2:5][NH:6][S:7]([C:10]1[CH:15]=[CH:14][N:13]=[CH:12][CH:11]=1)(=[O:9])=[O:8].[CH3:22][C:23]([C:29]1[CH:36]=[CH:35][C:32]([CH2:33]O)=[CH:31][CH:30]=1)([CH3:28])[CH2:24][CH2:25][CH2:26][CH3:27].C(P(CCCC)CCCC)CCC.CN(C)C(N=NC(N(C)C)=O)=O. The product is [CH3:1][O:2][C:3]1[CH:19]=[C:18]([O:20][CH3:21])[CH:17]=[CH:16][C:4]=1[CH2:5][N:6]([CH2:33][C:32]1[CH:35]=[CH:36][C:29]([C:23]([CH3:22])([CH3:28])[CH2:24][CH2:25][CH2:26][CH3:27])=[CH:30][CH:31]=1)[S:7]([C:10]1[CH:11]=[CH:12][N:13]=[CH:14][CH:15]=1)(=[O:9])=[O:8]. (3) The catalyst is CN(C)C=O. The yield is 0.650. The reactants are [H-].[Na+].[I:3][C:4]1[CH:5]=[C:6]2[C:10](=[CH:11][CH:12]=1)[NH:9][C:8](=[O:13])[C:7]2([O:16][CH3:17])[O:14][CH3:15].Br[CH2:19][CH2:20][C:21]1[CH:26]=[CH:25][CH:24]=[CH:23][CH:22]=1.[Cl-].[NH4+]. The product is [I:3][C:4]1[CH:5]=[C:6]2[C:10](=[CH:11][CH:12]=1)[N:9]([CH2:19][CH2:20][C:21]1[CH:26]=[CH:25][CH:24]=[CH:23][CH:22]=1)[C:8](=[O:13])[C:7]2([O:16][CH3:17])[O:14][CH3:15]. (4) No catalyst specified. The product is [O:1]1[CH2:6][CH2:5][N:4]([CH2:7][CH2:8][NH:9][CH2:10]/[C:11](/[CH2:20][O:21][C:22]2[C:31]3[C:26](=[CH:27][CH:28]=[CH:29][CH:30]=3)[CH:25]=[CH:24][CH:23]=2)=[CH:12]/[CH2:13][CH2:14][CH2:15][CH2:16][C:17]([NH:51][O:50][CH:45]2[CH2:46][CH2:47][CH2:48][CH2:49][O:44]2)=[O:18])[CH2:3][CH2:2]1. The reactants are [O:1]1[CH2:6][CH2:5][N:4]([CH2:7][CH2:8][NH:9][CH2:10]/[C:11](/[CH2:20][O:21][C:22]2[C:31]3[C:26](=[CH:27][CH:28]=[CH:29][CH:30]=3)[CH:25]=[CH:24][CH:23]=2)=[CH:12]/[CH2:13][CH2:14][CH2:15][CH2:16][C:17](O)=[O:18])[CH2:3][CH2:2]1.Cl.C(N=C=NCCCN(C)C)C.[O:44]1[CH2:49][CH2:48][CH2:47][CH2:46][CH:45]1[O:50][NH2:51].C(N(CC)CC)C.C(=O)([O-])[O-].[K+].[K+]. The yield is 0.430. (5) The reactants are [Cl:1][C:2]1[CH:38]=[CH:37][C:5]([CH2:6][N:7]2[C:15]3[C:14](=[O:16])[N:13]([CH2:17][CH2:18][C:19](=[O:22])[CH2:20][CH3:21])[C:12](=[O:23])[N:11]([CH3:24])[C:10]=3[N:9]=[C:8]2[O:25][C:26]2[CH:31]=[CH:30][CH:29]=[C:28]([O:32][C:33]([F:36])([F:35])[F:34])[CH:27]=2)=[CH:4][CH:3]=1.[BH4-].[Na+]. The catalyst is CO.C(OCC)(=O)C.O. The product is [Cl:1][C:2]1[CH:3]=[CH:4][C:5]([CH2:6][N:7]2[C:15]3[C:14](=[O:16])[N:13]([CH2:17][CH2:18][CH:19]([OH:22])[CH2:20][CH3:21])[C:12](=[O:23])[N:11]([CH3:24])[C:10]=3[N:9]=[C:8]2[O:25][C:26]2[CH:31]=[CH:30][CH:29]=[C:28]([O:32][C:33]([F:36])([F:34])[F:35])[CH:27]=2)=[CH:37][CH:38]=1. The yield is 0.335. (6) The reactants are Cl.O1CCOCC1.[Cl:8][C:9]1[CH:14]=[CH:13][C:12]([CH:15]([NH:19][C:20]([C:22]2([NH:37]C(=O)OC(C)(C)C)[CH2:27][CH2:26][N:25]([C:28]3[C:29]4[CH:36]=[CH:35][NH:34][C:30]=4[N:31]=[CH:32][N:33]=3)[CH2:24][CH2:23]2)=[O:21])[CH2:16][C:17]#[N:18])=[CH:11][CH:10]=1. The catalyst is C(Cl)Cl. The product is [NH2:37][C:22]1([C:20]([NH:19][CH:15]([C:12]2[CH:13]=[CH:14][C:9]([Cl:8])=[CH:10][CH:11]=2)[CH2:16][C:17]#[N:18])=[O:21])[CH2:23][CH2:24][N:25]([C:28]2[C:29]3[CH:36]=[CH:35][NH:34][C:30]=3[N:31]=[CH:32][N:33]=2)[CH2:26][CH2:27]1. The yield is 0.422. (7) The reactants are [CH:1]1([NH2:7])[CH2:6][CH2:5][CH2:4][CH2:3][CH2:2]1.C([O:10][C:11]([C:13]1[C:14](=[O:32])[N:15]([CH2:25][C:26]2[CH:31]=[CH:30][CH:29]=[CH:28][CH:27]=2)[C:16]2[C:21]([C:22]=1[OH:23])=[CH:20][C:19]([F:24])=[CH:18][CH:17]=2)=O)C. The catalyst is C1(C)C=CC=CC=1.O. The product is [CH:1]1([NH:7][C:11]([C:13]2[C:14](=[O:32])[N:15]([CH2:25][C:26]3[CH:31]=[CH:30][CH:29]=[CH:28][CH:27]=3)[C:16]3[C:21]([C:22]=2[OH:23])=[CH:20][C:19]([F:24])=[CH:18][CH:17]=3)=[O:10])[CH2:6][CH2:5][CH2:4][CH2:3][CH2:2]1. The yield is 0.780. (8) The reactants are Br[CH2:2][C:3]1[CH:4]=[C:5]([C:11]2[CH:16]=[CH:15][CH:14]=[C:13]([Cl:17])[CH:12]=2)[C:6]([O:9][CH3:10])=[N:7][CH:8]=1.[Cl:18][C:19]1[N:24]=[CH:23][C:22](B(O)O)=[CH:21][N:20]=1.C([O-])(O)=O.[Na+]. The catalyst is C(#N)C.C1C=CC(P(C2C=CC=CC=2)[C-]2C=CC=C2)=CC=1.C1C=CC(P(C2C=CC=CC=2)[C-]2C=CC=C2)=CC=1.Cl[Pd]Cl.[Fe+2].C(Cl)Cl. The product is [Cl:18][C:19]1[N:24]=[CH:23][C:22]([CH2:2][C:3]2[CH:8]=[N:7][C:6]([O:9][CH3:10])=[C:5]([C:11]3[CH:16]=[CH:15][CH:14]=[C:13]([Cl:17])[CH:12]=3)[CH:4]=2)=[CH:21][N:20]=1. The yield is 0.550. (9) The yield is 0.540. The reactants are [Cl:1][C:2]1[CH:7]=[CH:6][C:5]([N:8]2[CH2:13][CH2:12][NH:11][CH2:10][CH2:9]2)=[C:4]([CH3:14])[CH:3]=1.N1C(C)=CC=CC=1C.[I-].[K+].Br[CH2:26][CH2:27][CH:28]=[C:29]1[C:35]2[CH:36]=[CH:37][CH:38]=[N:39][C:34]=2[CH2:33][O:32][C:31]2[CH:40]=[CH:41][C:42]([C:44]([OH:47])([CH3:46])[CH3:45])=[CH:43][C:30]1=2. The product is [Cl:1][C:2]1[CH:7]=[CH:6][C:5]([N:8]2[CH2:13][CH2:12][N:11]([CH2:26][CH2:27][CH:28]=[C:29]3[C:35]4[CH:36]=[CH:37][CH:38]=[N:39][C:34]=4[CH2:33][O:32][C:31]4[CH:40]=[CH:41][C:42]([C:44]([OH:47])([CH3:46])[CH3:45])=[CH:43][C:30]3=4)[CH2:10][CH2:9]2)=[C:4]([CH3:14])[CH:3]=1. The catalyst is C(O)(C)C. (10) The reactants are Cl[C:2]([O:4][CH2:5][C:6]1[CH:11]=[CH:10][CH:9]=[CH:8][CH:7]=1)=[O:3].[NH:12]1[CH2:20][CH2:19][CH:15]([C:16]([OH:18])=[O:17])[CH2:14][CH2:13]1.C(=O)(O)[O-].[Na+]. The catalyst is C1(C)C=CC=CC=1.O. The product is [C:2]([N:12]1[CH2:20][CH2:19][CH:15]([C:16]([OH:18])=[O:17])[CH2:14][CH2:13]1)([O:4][CH2:5][C:6]1[CH:11]=[CH:10][CH:9]=[CH:8][CH:7]=1)=[O:3]. The yield is 0.860.